Dataset: Full USPTO retrosynthesis dataset with 1.9M reactions from patents (1976-2016). Task: Predict the reactants needed to synthesize the given product. (1) Given the product [CH2:14]([O:12][C:9]1[C:10]2[C:5](=[CH:4][C:3]([F:13])=[C:2]([Cl:1])[CH:11]=2)[CH:6]=[CH:7][N:8]=1)[C:15]1[CH:20]=[CH:19][CH:18]=[CH:17][CH:16]=1, predict the reactants needed to synthesize it. The reactants are: [Cl:1][C:2]1[CH:11]=[C:10]2[C:5]([CH:6]=[CH:7][NH:8][C:9]2=[O:12])=[CH:4][C:3]=1[F:13].[CH2:14](Br)[C:15]1[CH:20]=[CH:19][CH:18]=[CH:17][CH:16]=1.C(OCC)(=O)C. (2) Given the product [Br-:14].[O:1]([CH2:8][CH2:9][CH2:10][CH2:11][CH2:12][CH2:13][P+:21]([C:22]1[CH:23]=[CH:24][CH:25]=[CH:26][CH:27]=1)([C:28]1[CH:33]=[CH:32][CH:31]=[CH:30][CH:29]=1)[C:15]1[CH:16]=[CH:17][CH:18]=[CH:19][CH:20]=1)[C:2]1[CH:7]=[CH:6][CH:5]=[CH:4][CH:3]=1, predict the reactants needed to synthesize it. The reactants are: [O:1]([CH2:8][CH2:9][CH2:10][CH2:11][CH2:12][CH2:13][Br:14])[C:2]1[CH:7]=[CH:6][CH:5]=[CH:4][CH:3]=1.[C:15]1([P:21]([C:28]2[CH:33]=[CH:32][CH:31]=[CH:30][CH:29]=2)[C:22]2[CH:27]=[CH:26][CH:25]=[CH:24][CH:23]=2)[CH:20]=[CH:19][CH:18]=[CH:17][CH:16]=1. (3) Given the product [Cl:28][C:29]1[CH:53]=[CH:52][CH:51]=[CH:50][C:30]=1[C:31]([N:33]([C:35]1[CH:36]=[N:37][C:38]([O:41][C:42]2[CH:47]=[CH:46][C:45]([Cl:48])=[CH:44][C:43]=2[CH3:49])=[CH:39][CH:40]=1)[CH3:34])=[O:32], predict the reactants needed to synthesize it. The reactants are: ClC1C=CC(OC2C=CC(NC)=CN=2)=C(C)C=1.ClC1C=CC=CC=1C(Cl)=O.[Cl:28][C:29]1[CH:53]=[CH:52][CH:51]=[C:50](Cl)[C:30]=1[C:31]([N:33]([C:35]1[CH:36]=[N:37][C:38]([O:41][C:42]2[CH:47]=[CH:46][C:45]([Cl:48])=[CH:44][C:43]=2[CH3:49])=[CH:39][CH:40]=1)[CH3:34])=[O:32]. (4) The reactants are: [C:1]([C:3]1[CH:4]=[C:5]([NH:9][CH2:10][C:11]2[CH:21]=[CH:20][C:14]([C:15]([O:17][CH2:18][CH3:19])=[O:16])=[CH:13][C:12]=2[NH:22][C:23](=[O:38])[C:24]2[CH:29]=[CH:28][C:27]([N:30]3[CH2:36][CH2:35][CH2:34][N:33]([CH3:37])[CH2:32][CH2:31]3)=[CH:26][CH:25]=2)[CH:6]=[CH:7][CH:8]=1)#[N:2].Cl.[NH2:40][OH:41].C(N(CC)CC)C. Given the product [OH:41][NH:40][C:1]([C:3]1[CH:4]=[C:5]([NH:9][CH2:10][C:11]2[CH:21]=[CH:20][C:14]([C:15]([O:17][CH2:18][CH3:19])=[O:16])=[CH:13][C:12]=2[NH:22][C:23](=[O:38])[C:24]2[CH:29]=[CH:28][C:27]([N:30]3[CH2:36][CH2:35][CH2:34][N:33]([CH3:37])[CH2:32][CH2:31]3)=[CH:26][CH:25]=2)[CH:6]=[CH:7][CH:8]=1)=[NH:2], predict the reactants needed to synthesize it. (5) Given the product [OH:8][C:9]1[C:14](=[O:15])[CH:13]=[C:12]([CH2:16][NH:17][S:18]([C:21]2[CH:26]=[CH:25][C:24]([CH3:27])=[CH:23][CH:22]=2)(=[O:19])=[O:20])[N:11]([CH3:28])[C:10]=1[C:29]([OH:31])=[O:30], predict the reactants needed to synthesize it. The reactants are: C([O:8][C:9]1[C:14](=[O:15])[CH:13]=[C:12]([CH2:16][NH:17][S:18]([C:21]2[CH:26]=[CH:25][C:24]([CH3:27])=[CH:23][CH:22]=2)(=[O:20])=[O:19])[N:11]([CH3:28])[C:10]=1[C:29]([OH:31])=[O:30])C1C=CC=CC=1.C1(S(C(N)C2N(C)C(C(O)=O)=C(O)C(=O)C=2)(=O)=O)C=CC=CC=1.